From a dataset of Peptide-MHC class I binding affinity with 185,985 pairs from IEDB/IMGT. Regression. Given a peptide amino acid sequence and an MHC pseudo amino acid sequence, predict their binding affinity value. This is MHC class I binding data. (1) The peptide sequence is KTFPPTEPKK. The MHC is HLA-A31:01 with pseudo-sequence HLA-A31:01. The binding affinity (normalized) is 0.285. (2) The peptide sequence is LLPDALLFTL. The MHC is HLA-A02:01 with pseudo-sequence HLA-A02:01. The binding affinity (normalized) is 0.599. (3) The peptide sequence is CIPWQRLL. The MHC is Mamu-A01 with pseudo-sequence Mamu-A01. The binding affinity (normalized) is 0.303.